From a dataset of Forward reaction prediction with 1.9M reactions from USPTO patents (1976-2016). Predict the product of the given reaction. (1) Given the reactants [S:1]1[C:5]2[CH:6]=[CH:7][CH:8]=[CH:9][C:4]=2[N:3]=[C:2]1[O:10][C:11]1[CH:16]=[CH:15][C:14]([CH2:17][CH2:18][N:19]([CH2:34][CH:35]2[CH2:37][CH2:36]2)[CH2:20][CH2:21][CH2:22][N:23]2C(=O)C3C(=CC=CC=3)C2=O)=[CH:13][CH:12]=1.NN, predict the reaction product. The product is: [S:1]1[C:5]2[CH:6]=[CH:7][CH:8]=[CH:9][C:4]=2[N:3]=[C:2]1[O:10][C:11]1[CH:16]=[CH:15][C:14]([CH2:17][CH2:18][N:19]([CH2:34][CH:35]2[CH2:36][CH2:37]2)[CH2:20][CH2:21][CH2:22][NH2:23])=[CH:13][CH:12]=1. (2) Given the reactants [C:1]1([C@@H:7]([CH2:11][CH3:12])[C:8](O)=[O:9])[CH:6]=[CH:5][CH:4]=[CH:3][CH:2]=1.C(Cl)(=O)C([Cl:16])=O.CN(C=O)C, predict the reaction product. The product is: [C:1]1([C@@H:7]([CH2:11][CH3:12])[C:8]([Cl:16])=[O:9])[CH:6]=[CH:5][CH:4]=[CH:3][CH:2]=1. (3) The product is: [O:12]=[C:9]1[CH:8]([NH:13][C:14](=[O:20])[O:15][C:16]([CH3:17])([CH3:19])[CH3:18])[CH2:7][C:6]2[C:11](=[C:2]([N:1]3[CH2:22][CH2:23][CH2:24][C:25]3=[O:26])[CH:3]=[CH:4][CH:5]=2)[N:10]1[CH2:31][C:32]1[CH:36]=[CH:35][S:34][CH:33]=1. Given the reactants [NH2:1][C:2]1[CH:3]=[CH:4][CH:5]=[C:6]2[C:11]=1[NH:10][C:9](=[O:12])[CH:8]([NH:13][C:14](=[O:20])[O:15][C:16]([CH3:19])([CH3:18])[CH3:17])[CH2:7]2.Cl[CH2:22][CH2:23][CH2:24][C:25](Cl)=[O:26].[OH-].[Na+].Br[CH2:31][C:32]1[CH:36]=[CH:35][S:34][CH:33]=1, predict the reaction product. (4) Given the reactants C([O:8][N:9]([C:21](=[O:29])[CH2:22][CH2:23][C:24]([O:26][CH2:27][CH3:28])=[O:25])[C:10]1[N:20]=[CH:19][CH:18]=[CH:17][C:11]=1[C:12]([O:14]CC)=O)C1C=CC=CC=1.[H-].[K+], predict the reaction product. The product is: [OH:8][N:9]1[C:10]2[C:11](=[CH:17][CH:18]=[CH:19][N:20]=2)[C:12]([OH:14])=[C:22]([CH2:23][C:24]([O:26][CH2:27][CH3:28])=[O:25])[C:21]1=[O:29]. (5) Given the reactants [CH3:1][C:2]([CH3:9])=[CH:3][C:4]([N:6]=C=S)=O.[CH3:10][NH:11][CH:12]1[CH2:14][CH2:13]1.C(=O)([O-])[O-].[Na+].[Na+].I[CH3:22].[CH3:23][NH:24][NH2:25], predict the reaction product. The product is: [CH:12]1([N:11]([CH3:10])[C:23]2[N:6]=[C:4]([CH:3]=[C:2]([CH3:9])[CH3:1])[N:25]([CH3:22])[N:24]=2)[CH2:14][CH2:13]1. (6) The product is: [CH3:1][C:2]([CH3:13])([CH2:3][O:4][CH:5]1[CH2:10][CH2:9][CH2:8][CH2:7][O:6]1)[C:11]#[C:12][C:20]1[S:19][C:18]([C:16]([OH:15])=[O:17])=[C:22]([N:23]([C:24]([CH:26]2[CH2:27][CH2:28][CH:29]([CH3:32])[CH2:30][CH2:31]2)=[O:25])[CH:33]2[CH2:34][CH2:35][CH:36]([O:39][C:46]3[CH:47]=[CH:48][CH:45]=[CH:44][N:43]=3)[CH2:37][CH2:38]2)[CH:21]=1. Given the reactants [CH3:1][C:2]([CH3:13])([C:11]#[CH:12])[CH2:3][O:4][CH:5]1[CH2:10][CH2:9][CH2:8][CH2:7][O:6]1.C[O:15][C:16]([C:18]1[S:19][C:20](I)=[CH:21][C:22]=1[N:23]([CH:33]1[CH2:38][CH2:37][CH:36]([OH:39])[CH2:35][CH2:34]1)[C:24]([CH:26]1[CH2:31][CH2:30][CH:29]([CH3:32])[CH2:28][CH2:27]1)=[O:25])=[O:17].C([N:43]([CH2:46][CH3:47])[CH2:44][CH3:45])C.[CH3:48]N(C=O)C, predict the reaction product. (7) The product is: [Cl:21][CH2:22][CH2:23][NH:24][C:25]([NH:2][CH:3]1[CH2:11][C:10]2[C:5](=[CH:6][CH:7]=[CH:8][CH:9]=2)[CH2:4]1)=[O:26]. Given the reactants Cl.[NH2:2][CH:3]1[CH2:11][C:10]2[C:5](=[CH:6][CH:7]=[CH:8][CH:9]=2)[CH2:4]1.C(N(CC)C(C)C)(C)C.[Cl:21][CH2:22][CH2:23][N:24]=[C:25]=[O:26], predict the reaction product. (8) Given the reactants [F:1][C:2]([F:19])([F:18])[C:3]([C:5]1[CH:10]=[CH:9][CH:8]=[C:7]([CH:11]2[CH2:16][CH2:15][NH:14][CH2:13][CH2:12]2)[C:6]=1[F:17])=[O:4].C(=O)([O-])[O-].[K+].[K+].Br[CH2:27][CH2:28][O:29][CH3:30], predict the reaction product. The product is: [F:19][C:2]([F:1])([F:18])[C:3]([C:5]1[CH:10]=[CH:9][CH:8]=[C:7]([CH:11]2[CH2:16][CH2:15][N:14]([CH2:27][CH2:28][O:29][CH3:30])[CH2:13][CH2:12]2)[C:6]=1[F:17])=[O:4].